This data is from Full USPTO retrosynthesis dataset with 1.9M reactions from patents (1976-2016). The task is: Predict the reactants needed to synthesize the given product. (1) Given the product [ClH:19].[O:37]1[C:38]2[CH:44]=[CH:43][CH:42]=[CH:41][C:39]=2[N:40]=[C:36]1[CH:34]([OH:35])[C@@H:33]([NH:32][C:7](=[O:8])[C@@H:2]([NH2:1])[CH2:3][CH:4]([CH3:6])[CH3:5])[CH2:45][CH3:46], predict the reactants needed to synthesize it. The reactants are: [NH:1](C(OC(C)(C)C)=O)[C@H:2]([C:7](O)=[O:8])[CH2:3][CH:4]([CH3:6])[CH3:5].C(Cl)C[Cl:19].C1C=CC2N(O)N=NC=2C=1.Cl.[NH2:32][C@@H:33]([CH2:45][CH3:46])[CH:34]([C:36]1[O:37][C:38]2[CH:44]=[CH:43][CH:42]=[CH:41][C:39]=2[N:40]=1)[OH:35].CN1CCOCC1. (2) Given the product [CH:8]1([NH:14][C:15]2[N:23]=[C:22]([NH:24][C:25]3[CH:30]=[CH:29][C:28]([C:31]4[CH2:32][CH2:33][N:34]([C:2]5[CH:7]=[CH:6][CH:5]=[CH:4][N:3]=5)[CH2:35][CH:36]=4)=[CH:27][C:26]=3[O:37][CH3:38])[N:21]=[C:20]3[C:16]=2[N:17]=[CH:18][NH:19]3)[CH2:9][CH2:10][CH2:11][CH2:12][CH2:13]1, predict the reactants needed to synthesize it. The reactants are: Br[C:2]1[CH:7]=[CH:6][CH:5]=[CH:4][N:3]=1.[CH:8]1([NH:14][C:15]2[N:23]=[C:22]([NH:24][C:25]3[CH:30]=[CH:29][C:28]([C:31]4[CH2:32][CH2:33][NH:34][CH2:35][CH:36]=4)=[CH:27][C:26]=3[O:37][CH3:38])[N:21]=[C:20]3[C:16]=2[N:17]=[CH:18][NH:19]3)[CH2:13][CH2:12][CH2:11][CH2:10][CH2:9]1.CC([O-])(C)C.[Na+].CC1(C)C2C(=C(P(C3C=CC=CC=3)C3C=CC=CC=3)C=CC=2)OC2C(P(C3C=CC=CC=3)C3C=CC=CC=3)=CC=CC1=2. (3) Given the product [Cl:1][C:2]1[CH:3]=[C:4]2[C:8](=[CH:9][CH:10]=1)[CH:7]([OH:11])[CH:6]([S:12]([CH:20]([CH3:21])[CH3:22])(=[O:14])=[O:13])[CH2:5]2, predict the reactants needed to synthesize it. The reactants are: [Cl:1][C:2]1[CH:3]=[C:4]2[C:8](=[CH:9][CH:10]=1)[CH:7]([OH:11])[CH:6]([S:12](C)(=[O:14])=[O:13])[CH2:5]2.C(N[CH:20]([CH3:22])[CH3:21])(C)C.[Li].CI.O. (4) Given the product [ClH:30].[NH2:7][CH:5]1[CH2:6][C:2]([F:29])([F:1])[CH2:3][CH:4]1[NH:15][C:16](=[O:28])[C:17]1[CH:22]=[CH:21][CH:20]=[CH:19][C:18]=1[N:23]1[N:24]=[CH:25][CH:26]=[N:27]1, predict the reactants needed to synthesize it. The reactants are: [F:1][C:2]1([F:29])[CH2:6][CH:5]([NH:7]C(=O)OC(C)(C)C)[CH:4]([NH:15][C:16](=[O:28])[C:17]2[CH:22]=[CH:21][CH:20]=[CH:19][C:18]=2[N:23]2[N:27]=[CH:26][CH:25]=[N:24]2)[CH2:3]1.[ClH:30]. (5) Given the product [NH2:3][C:4]1[C:5]2[C:30]([CH3:36])([C:31]([NH:1][NH2:2])=[O:33])[C:29](=[O:37])[NH:28][C:6]=2[N:7]=[C:8]([C:10]2[C:18]3[C:13](=[N:14][CH:15]=[CH:16][CH:17]=3)[N:12]([CH2:19][CH2:20][C:21]([F:27])([F:26])[C:22]([F:24])([F:23])[F:25])[N:11]=2)[N:9]=1, predict the reactants needed to synthesize it. The reactants are: [NH2:1][NH2:2].[NH2:3][C:4]1[C:5]2[C:30]([CH3:36])([C:31]([O:33]CC)=O)[C:29](=[O:37])[NH:28][C:6]=2[N:7]=[C:8]([C:10]2[C:18]3[C:13](=[N:14][CH:15]=[CH:16][CH:17]=3)[N:12]([CH2:19][CH2:20][C:21]([F:27])([F:26])[C:22]([F:25])([F:24])[F:23])[N:11]=2)[N:9]=1. (6) Given the product [CH3:44][N:45]([C:78](=[O:79])[CH2:77][C:76]([F:82])([F:81])[F:75])[NH:46][C:47](=[O:74])[C:48]1[CH:53]=[CH:52][C:51](/[CH:54]=[CH:55]/[CH:56]([C:61]2[CH:62]=[C:63]([Cl:69])[C:64]([Cl:68])=[C:65]([Cl:67])[CH:66]=2)[C:57]([F:58])([F:59])[F:60])=[CH:50][C:49]=1[C:70]([F:71])([F:73])[F:72], predict the reactants needed to synthesize it. The reactants are: C(N(C(C)C)C(C)C)C.F[P-](F)(F)(F)(F)F.N1(O[P+](N2CCCC2)(N2CCCC2)N2CCCC2)C2C=CC=CC=2N=N1.Cl.[CH3:44][NH:45][NH:46][C:47](=[O:74])[C:48]1[CH:53]=[CH:52][C:51](/[CH:54]=[CH:55]/[CH:56]([C:61]2[CH:66]=[C:65]([Cl:67])[C:64]([Cl:68])=[C:63]([Cl:69])[CH:62]=2)[C:57]([F:60])([F:59])[F:58])=[CH:50][C:49]=1[C:70]([F:73])([F:72])[F:71].[F:75][C:76]([F:82])([F:81])[CH2:77][C:78](O)=[O:79]. (7) Given the product [CH3:18][Si:19]([CH3:26])([CH3:25])[CH2:20][CH2:21][O:22][CH2:23][N:3]1[C:4]2[CH:9]=[CH:8][CH:7]=[CH:6][C:5]=2[N:1]=[C:2]1[C:10]1[C:11]([NH2:15])=[N:12][O:13][N:14]=1, predict the reactants needed to synthesize it. The reactants are: [NH:1]1[C:5]2[CH:6]=[CH:7][CH:8]=[CH:9][C:4]=2[N:3]=[C:2]1[C:10]1[C:11]([NH2:15])=[N:12][O:13][N:14]=1.[H-].[Na+].[CH3:18][Si:19]([CH3:26])([CH3:25])[CH2:20][CH2:21][O:22][CH2:23]Cl. (8) Given the product [CH3:27][N:24]1[CH2:25][CH2:26][N:21]([C:18]2[CH:19]=[CH:20][C:15]([C:14]([NH:13][C:6]3[CH:7]=[CH:8][C:9]4[NH:10][C:48]([C:47]5[CH:50]=[CH:51][C:44]([C:42](=[O:43])[NH:41][C:38]6[CH:39]=[CH:40][C:35]([N:32]7[CH2:31][CH2:30][O:29][CH2:34][CH2:33]7)=[CH:36][CH:37]=6)=[CH:45][CH:46]=5)=[N:1][C:4]=4[CH:5]=3)=[O:28])=[CH:16][CH:17]=2)[CH2:22][CH2:23]1, predict the reactants needed to synthesize it. The reactants are: [N+:1]([C:4]1[CH:5]=[C:6]([NH:13][C:14](=[O:28])[C:15]2[CH:20]=[CH:19][C:18]([N:21]3[CH2:26][CH2:25][N:24]([CH3:27])[CH2:23][CH2:22]3)=[CH:17][CH:16]=2)[CH:7]=[CH:8][C:9]=1[N+:10]([O-])=O)([O-])=O.[O:29]1[CH2:34][CH2:33][N:32]([C:35]2[CH:40]=[CH:39][C:38]([NH:41][C:42]([C:44]3[CH:51]=[CH:50][C:47]([CH:48]=O)=[CH:46][CH:45]=3)=[O:43])=[CH:37][CH:36]=2)[CH2:31][CH2:30]1.